This data is from Catalyst prediction with 721,799 reactions and 888 catalyst types from USPTO. The task is: Predict which catalyst facilitates the given reaction. (1) Reactant: [N:1]1([CH2:6][CH2:7][CH2:8][OH:9])[CH2:5][CH2:4][CH2:3][CH2:2]1.[H-].[Na+].[F:12][C:13]1[C:14]([C:34]2[CH:35]=[N:36][C:37](F)=[CH:38][CH:39]=2)=[CH:15][C:16]2[C:17]3[N:25]([C@H:26]4[CH2:29][C@@H:28]([O:30][CH3:31])[CH2:27]4)[C:24](=[O:32])[N:23]([CH3:33])[C:18]=3[CH:19]=[N:20][C:21]=2[CH:22]=1. Product: [F:12][C:13]1[C:14]([C:34]2[CH:35]=[N:36][C:37]([O:9][CH2:8][CH2:7][CH2:6][N:1]3[CH2:5][CH2:4][CH2:3][CH2:2]3)=[CH:38][CH:39]=2)=[CH:15][C:16]2[C:17]3[N:25]([C@H:26]4[CH2:29][C@@H:28]([O:30][CH3:31])[CH2:27]4)[C:24](=[O:32])[N:23]([CH3:33])[C:18]=3[CH:19]=[N:20][C:21]=2[CH:22]=1. The catalyst class is: 1. (2) Reactant: [OH-].[NH4+:2].[CH3:3][N:4]([N:6]=[N:7][C:8]1[CH:9]=[C:10]([C:14]([O:16]C)=O)[Se:11][C:12]=1[CH3:13])[CH3:5].O. Product: [CH3:3][N:4]([N:6]=[N:7][C:8]1[CH:9]=[C:10]([C:14]([NH2:2])=[O:16])[Se:11][C:12]=1[CH3:13])[CH3:5]. The catalyst class is: 1. (3) Reactant: N1(C2C=C(N)C(N)=[C:8]([CH3:14])C=2)C=CN=C1.[N:15]1([C:20]2[CH:25]=[C:24]([N+:26]([O-:28])=[O:27])[C:23]([NH2:29])=[C:22]([CH3:30])[CH:21]=2)[CH:19]=[CH:18][N:17]=[CH:16]1.[OH2:31]. Product: [N:15]1([C:20]2[CH:25]=[C:24]([N+:26]([O-:28])=[O:27])[C:23]([NH:29][C:8](=[O:31])[CH3:14])=[C:22]([CH3:30])[CH:21]=2)[CH:19]=[CH:18][N:17]=[CH:16]1. The catalyst class is: 45.